This data is from Full USPTO retrosynthesis dataset with 1.9M reactions from patents (1976-2016). The task is: Predict the reactants needed to synthesize the given product. (1) Given the product [F:25][C:26]1[CH:27]=[C:28]([CH:31]=[CH:32][CH:33]=1)[CH2:29][O:18][C:15]1[CH:16]=[CH:17][C:12]([C:9]2[CH:8]=[C:7]([CH2:6][N:1]3[CH:5]=[CH:4][N:3]=[CH:2]3)[O:11][N:10]=2)=[CH:13][CH:14]=1, predict the reactants needed to synthesize it. The reactants are: [N:1]1([CH2:6][C:7]2[O:11][N:10]=[C:9]([C:12]3[CH:17]=[CH:16][C:15]([OH:18])=[CH:14][CH:13]=3)[CH:8]=2)[CH:5]=[CH:4][N:3]=[CH:2]1.C(=O)([O-])[O-].[K+].[K+].[F:25][C:26]1[CH:27]=[C:28]([CH:31]=[CH:32][CH:33]=1)[CH2:29]Br. (2) Given the product [ClH:1].[Cl:1][C:2]1[CH:3]=[CH:4][C:5]([O:26][CH2:27][CH:28]([CH3:30])[CH3:29])=[C:6]([CH2:8][N:9]2[C:13]([CH3:14])=[CH:12][C:11]([C:15]([NH:17][C:18]3[CH:19]=[CH:20][C:21]([CH2:24][N:32]([CH3:33])[CH3:31])=[CH:22][CH:23]=3)=[O:16])=[N:10]2)[CH:7]=1, predict the reactants needed to synthesize it. The reactants are: [Cl:1][C:2]1[CH:3]=[CH:4][C:5]([O:26][CH2:27][CH:28]([CH3:30])[CH3:29])=[C:6]([CH2:8][N:9]2[C:13]([CH3:14])=[CH:12][C:11]([C:15]([NH:17][C:18]3[CH:23]=[CH:22][C:21]([CH:24]=O)=[CH:20][CH:19]=3)=[O:16])=[N:10]2)[CH:7]=1.[CH3:31][NH:32][CH3:33].C(O[BH-](OC(=O)C)OC(=O)C)(=O)C.[Na+].C(O)(=O)C.